The task is: Predict the reactants needed to synthesize the given product.. This data is from Full USPTO retrosynthesis dataset with 1.9M reactions from patents (1976-2016). (1) The reactants are: [Br:1][C:2]1[CH:3]=[C:4]2[C:8](=[CH:9][CH:10]=1)[N:7]([C:11]([O:13][C:14]([CH3:17])([CH3:16])[CH3:15])=[O:12])[CH:6]=[C:5]2I.CN(C=O)C.C([Sn](CCCC)(CCCC)[C:29]1[N:34]=[C:33]([N:35]2[CH2:40][CH2:39][O:38][CH2:37][CH2:36]2)[CH:32]=[CH:31][CH:30]=1)CCC.O. Given the product [Br:1][C:2]1[CH:3]=[C:4]2[C:8](=[CH:9][CH:10]=1)[N:7]([C:11]([O:13][C:14]([CH3:17])([CH3:16])[CH3:15])=[O:12])[CH:6]=[C:5]2[C:29]1[CH:30]=[CH:31][CH:32]=[C:33]([N:35]2[CH2:36][CH2:37][O:38][CH2:39][CH2:40]2)[N:34]=1, predict the reactants needed to synthesize it. (2) Given the product [OH:8][C:4]1[CH:3]=[C:2]([C:16]2[CH:17]=[CH:18][C:13]([C:11]([O:10][CH3:9])=[O:12])=[CH:14][CH:15]=2)[CH:7]=[CH:6][CH:5]=1, predict the reactants needed to synthesize it. The reactants are: Br[C:2]1[CH:3]=[C:4]([OH:8])[CH:5]=[CH:6][CH:7]=1.[CH3:9][O:10][C:11]([C:13]1[CH:18]=[CH:17][C:16](B(O)O)=[CH:15][CH:14]=1)=[O:12].C([O-])([O-])=O.[K+].[K+]. (3) Given the product [OH:14][CH2:13][CH2:12][CH2:11][CH2:10][C@H:9]([NH:8][C:6](=[O:7])[O:5][C:1]([CH3:4])([CH3:3])[CH3:2])[CH3:18], predict the reactants needed to synthesize it. The reactants are: [C:1]([O:5][C:6]([NH:8][C@H:9]([CH3:18])[CH2:10][CH2:11][CH2:12][C:13](OCC)=[O:14])=[O:7])([CH3:4])([CH3:3])[CH3:2].[BH4-].[Li+]. (4) Given the product [NH2:7][CH2:8][CH2:9][CH2:10][O:11][C:12]1[CH:13]=[C:14]2[C:18](=[CH:19][CH:20]=1)[CH2:17][N:16]([C:21]([C:22]1[CH:27]=[C:26]([CH:28]([CH3:30])[CH3:29])[C:25]([OH:31])=[CH:24][C:23]=1[OH:32])=[O:33])[CH2:15]2, predict the reactants needed to synthesize it. The reactants are: C(OC(=O)[NH:7][CH2:8][CH2:9][CH2:10][O:11][C:12]1[CH:13]=[C:14]2[C:18](=[CH:19][CH:20]=1)[CH2:17][N:16]([C:21](=[O:33])[C:22]1[CH:27]=[C:26]([CH:28]([CH3:30])[CH3:29])[C:25]([OH:31])=[CH:24][C:23]=1[OH:32])[CH2:15]2)(C)(C)C.Cl. (5) Given the product [CH3:27][N:28]([CH3:39])[CH2:29][CH2:30][O:31][C:32]1[CH:37]=[CH:36][C:35]([NH:38][C:6](=[O:7])/[C:5](/[C:9]2[CH:10]=[CH:11][C:12]([O:15][CH2:16][O:17][CH3:18])=[CH:13][CH:14]=2)=[C:4](\[CH:1]2[CH2:3][CH2:2]2)/[C:19]2[CH:24]=[CH:23][CH:22]=[CH:21][CH:20]=2)=[CH:34][CH:33]=1, predict the reactants needed to synthesize it. The reactants are: [CH:1]1(/[C:4](/[C:19]2[CH:24]=[CH:23][CH:22]=[CH:21][CH:20]=2)=[C:5](/[C:9]2[CH:14]=[CH:13][C:12]([O:15][CH2:16][O:17][CH3:18])=[CH:11][CH:10]=2)\[C:6](O)=[O:7])[CH2:3][CH2:2]1.Cl.Cl.[CH3:27][N:28]([CH3:39])[CH2:29][CH2:30][O:31][C:32]1[CH:37]=[CH:36][C:35]([NH2:38])=[CH:34][CH:33]=1.C(N(CC)C(C)C)(C)C. (6) Given the product [Cl:17][C:14]1[CH:15]=[CH:16][C:11]([NH:10][C:8](=[O:9])[C:7]2[CH:24]=[CH:25][C:26]([CH2:27][S:28]([CH3:31])(=[O:30])=[O:29])=[C:5]([O:4][CH2:3][CH2:2][N:38]3[CH2:43][CH2:42][O:41][CH2:40][CH2:39]3)[CH:6]=2)=[CH:12][C:13]=1[C:18]1[CH:23]=[CH:22][CH:21]=[CH:20][N:19]=1, predict the reactants needed to synthesize it. The reactants are: Br[CH2:2][CH2:3][O:4][C:5]1[CH:6]=[C:7]([CH:24]=[CH:25][C:26]=1[CH2:27][S:28]([CH3:31])(=[O:30])=[O:29])[C:8]([NH:10][C:11]1[CH:16]=[CH:15][C:14]([Cl:17])=[C:13]([C:18]2[CH:23]=[CH:22][CH:21]=[CH:20][N:19]=2)[CH:12]=1)=[O:9].C(=O)([O-])[O-].[K+].[K+].[NH:38]1[CH2:43][CH2:42][O:41][CH2:40][CH2:39]1. (7) Given the product [CH2:5]([C:9]1([CH:13]([OH:14])[C:1]#[CH:2])[CH2:12][CH2:11][CH2:10]1)[CH2:6][CH2:7][CH3:8], predict the reactants needed to synthesize it. The reactants are: [C:1]([Mg]Br)#[CH:2].[CH2:5]([C:9]1([CH:13]=[O:14])[CH2:12][CH2:11][CH2:10]1)[CH2:6][CH2:7][CH3:8].[NH4+].[Cl-].